This data is from Reaction yield outcomes from USPTO patents with 853,638 reactions. The task is: Predict the reaction yield, written as a fraction of the theoretical maximum amount of product (1.0 means a 100% yield; for example, 0.34 means a 34% yield). (1) The reactants are Br[C:2]1[CH:3]=[CH:4][C:5]([C:8]2([OH:18])[CH2:17][CH2:16][C:11]3([O:15][CH2:14][CH2:13][O:12]3)[CH2:10][CH2:9]2)=[N:6][CH:7]=1.C([Mg]Cl)(C)C.C1(P(C2C=CC=CC=2)CCP(C2C=CC=CC=2)C2C=CC=CC=2)C=CC=CC=1.Cl[C:53]1[CH:58]=[N:57][CH:56]=[CH:55][N:54]=1. The product is [N:54]1[CH:55]=[CH:56][N:57]=[CH:58][C:53]=1[C:2]1[CH:3]=[CH:4][C:5]([C:8]2([OH:18])[CH2:17][CH2:16][C:11]3([O:15][CH2:14][CH2:13][O:12]3)[CH2:10][CH2:9]2)=[N:6][CH:7]=1. The yield is 0.190. The catalyst is C1COCC1.C/C(/[O-])=C/C(C)=O.C/C(/[O-])=C/C(C)=O.[Ni+2]. (2) The reactants are [N:1]1[CH:6]=[CH:5][CH:4]=[CH:3][C:2]=1[N:7]1[CH2:12][CH2:11][N:10]([CH2:13][CH2:14][CH:15]2[CH2:24][C:23]3[CH:22]=[C:21]([OH:25])[CH:20]=[CH:19][C:18]=3[CH2:17][CH2:16]2)[CH2:9][CH2:8]1.C(=O)([O-])[O-].[Cs+].[Cs+].[S:32]([C:39]1[CH:45]=[CH:44][C:42]([CH3:43])=[CH:41][CH:40]=1)([O:35][CH2:36][CH2:37]F)(=[O:34])=[O:33]. The catalyst is CN(C)C=O.C(#N)C. The product is [CH3:43][C:42]1[CH:44]=[CH:45][C:39]([S:32]([O:35][CH2:36][CH2:37][O:25][C:21]2[CH:20]=[CH:19][C:18]3[CH2:17][CH2:16][CH:15]([CH2:14][CH2:13][N:10]4[CH2:9][CH2:8][N:7]([C:2]5[CH:3]=[CH:4][CH:5]=[CH:6][N:1]=5)[CH2:12][CH2:11]4)[CH2:24][C:23]=3[CH:22]=2)(=[O:34])=[O:33])=[CH:40][CH:41]=1. The yield is 0.0800. (3) The reactants are [C:1]1([N:11]2[CH2:16][CH2:15][N:14]([CH2:17][CH2:18][CH2:19][CH2:20][O:21][C:22]3[CH:30]=[C:29]4[C:25]([CH:26]=[N:27][NH:28]4)=[CH:24][CH:23]=3)[CH2:13][CH2:12]2)[C:10]2[C:5](=CC=CC=2)[CH:4]=[CH:3][CH:2]=1.[Cl:31]C1C=C(N2CCNCC2)C=CC=1. No catalyst specified. The product is [Cl:31][C:5]1[CH:10]=[C:1]([N:11]2[CH2:16][CH2:15][N:14]([CH2:17][CH2:18][CH2:19][CH2:20][O:21][C:22]3[CH:30]=[C:29]4[C:25]([CH:26]=[N:27][NH:28]4)=[CH:24][CH:23]=3)[CH2:13][CH2:12]2)[CH:2]=[CH:3][CH:4]=1. The yield is 0.260. (4) The reactants are Cl[C:2]1[C:7]([N+:8]([O-:10])=[O:9])=[CH:6][C:5]([N+:11]([O-:13])=[O:12])=[CH:4][N:3]=1.[NH4+:14].[OH-]. The catalyst is CCO. The product is [NH2:14][C:2]1[C:7]([N+:8]([O-:10])=[O:9])=[CH:6][C:5]([N+:11]([O-:13])=[O:12])=[CH:4][N:3]=1. The yield is 0.970. (5) The reactants are [Si:1]([O:8][CH2:9][C:10]1[CH:19]=[CH:18][C:13]([C:14]([NH:16][NH2:17])=[O:15])=[CH:12][CH:11]=1)([C:4]([CH3:7])([CH3:6])[CH3:5])([CH3:3])[CH3:2].Cl.[CH:21]1([C:24](=N)OCC)[CH2:23][CH2:22]1. No catalyst specified. The product is [Si:1]([O:8][CH2:9][C:10]1[CH:11]=[CH:12][C:13]([C:14]2[O:15][C:24]([CH:21]3[CH2:23][CH2:22]3)=[N:17][N:16]=2)=[CH:18][CH:19]=1)([C:4]([CH3:7])([CH3:6])[CH3:5])([CH3:3])[CH3:2]. The yield is 0.400. (6) The reactants are [CH2:1]([O:8][C:9]1[CH:16]=[CH:15][C:12]([CH2:13]O)=[CH:11][C:10]=1[O:17][CH3:18])[C:2]1[CH:7]=[CH:6][CH:5]=[CH:4][CH:3]=1.P(Br)(Br)[Br:20]. The catalyst is C(OCC)C. The product is [CH2:1]([O:8][C:9]1[CH:16]=[CH:15][C:12]([CH2:13][Br:20])=[CH:11][C:10]=1[O:17][CH3:18])[C:2]1[CH:7]=[CH:6][CH:5]=[CH:4][CH:3]=1. The yield is 0.960. (7) The reactants are [NH:1]1[C:5]2=[N:6][CH:7]=[CH:8][CH:9]=[C:4]2[CH:3]=[CH:2]1.[Cl:10][C:11]1[N:16]=[C:15]([O:17][CH3:18])[C:14]([CH:19]=[O:20])=[CH:13][CH:12]=1.CO.[OH-].[K+]. The catalyst is ClCCl. The product is [Cl:10][C:11]1[N:16]=[C:15]([O:17][CH3:18])[C:14]([CH:19]([C:3]2[C:4]3[C:5](=[N:6][CH:7]=[CH:8][CH:9]=3)[NH:1][CH:2]=2)[OH:20])=[CH:13][CH:12]=1. The yield is 0.550.